This data is from Full USPTO retrosynthesis dataset with 1.9M reactions from patents (1976-2016). The task is: Predict the reactants needed to synthesize the given product. (1) Given the product [Cl:1][C:2]1[CH:3]=[CH:4][C:5]([O:24][CH2:28][C:27]2[CH:30]=[CH:31][CH:32]=[CH:33][C:26]=2[F:25])=[C:6]([C:8]2[CH2:12][CH2:11][CH2:10][C:9]=2[C:13]2[N:18]=[C:17]([C:19]([O:21][CH2:22][CH3:23])=[O:20])[CH:16]=[CH:15][CH:14]=2)[CH:7]=1, predict the reactants needed to synthesize it. The reactants are: [Cl:1][C:2]1[CH:3]=[CH:4][C:5]([OH:24])=[C:6]([C:8]2[CH2:12][CH2:11][CH2:10][C:9]=2[C:13]2[N:18]=[C:17]([C:19]([O:21][CH2:22][CH3:23])=[O:20])[CH:16]=[CH:15][CH:14]=2)[CH:7]=1.[F:25][C:26]1[CH:33]=[CH:32][CH:31]=[CH:30][C:27]=1[CH2:28]Br.C(=O)([O-])[O-].[K+].[K+]. (2) Given the product [CH:22]1[C:23]2[C:28](=[CH:27][CH:26]=[CH:25][CH:24]=2)[CH:29]=[C:20]([NH:19][C:18](=[O:30])[O:17][CH2:16][C@@H:9]([N:7]([CH3:8])[C:6]([NH:5][CH2:4][C:3]2[CH:32]=[CH:33][CH:34]=[C:35]([F:36])[C:2]=2[F:1])=[O:31])[CH2:10][CH2:11][CH2:12][OH:13])[N:21]=1, predict the reactants needed to synthesize it. The reactants are: [F:1][C:2]1[C:35]([F:36])=[CH:34][CH:33]=[CH:32][C:3]=1[CH2:4][NH:5][C:6](=[O:31])[N:7]([C@H:9]([CH2:16][O:17][C:18](=[O:30])[NH:19][C:20]1[N:21]=[CH:22][C:23]2[C:28]([CH:29]=1)=[CH:27][CH:26]=[CH:25][CH:24]=2)[CH2:10][CH2:11][C:12](OC)=[O:13])[CH3:8].[H-].[H-].[H-].[H-].[Li+].[Al+3]. (3) Given the product [C:22]([C:14]1[C:13]([NH:12][C:9]([C:6]2[S:7][CH:8]=[C:4]([CH:1]([CH3:3])[CH3:2])[N:5]=2)=[O:10])=[CH:18][C:17]([Cl:19])=[C:16]([O:20][CH3:21])[CH:15]=1)(=[O:24])[CH3:23], predict the reactants needed to synthesize it. The reactants are: [CH:1]([C:4]1[N:5]=[C:6]([C:9](Cl)=[O:10])[S:7][CH:8]=1)([CH3:3])[CH3:2].[NH2:12][C:13]1[CH:18]=[C:17]([Cl:19])[C:16]([O:20][CH3:21])=[CH:15][C:14]=1[C:22](=[O:24])[CH3:23].C(C1C=CC(OC)=CC=1NC(C1SC=C(C(C)C)N=1)=O)(=O)C. (4) Given the product [CH2:13]([N:5]1[N:4]=[C:3]([C:7]([O:9][CH2:10][CH3:11])=[O:8])[C:2]([CH3:1])=[N:6]1)[CH:14]([CH3:16])[CH3:15], predict the reactants needed to synthesize it. The reactants are: [CH3:1][C:2]1[C:3]([C:7]([O:9][CH2:10][CH3:11])=[O:8])=[N:4][NH:5][N:6]=1.Br[CH2:13][CH:14]([CH3:16])[CH3:15].C(=O)([O-])[O-].[K+].[K+].[I-].[K+]. (5) Given the product [CH2:9]([N:11]([CH2:12][C:13]([OH:18])([CH2:19][NH:20][C:21]1[CH:29]=[CH:28][CH:27]=[C:26]2[C:22]=1[CH:23]=[N:24][N:25]2[C:30]1[CH:31]=[CH:32][CH:33]=[CH:34][CH:35]=1)[C:14]([F:17])([F:16])[F:15])[C:6]([C:2]1[S:1][CH:5]=[CH:4][CH:3]=1)=[O:8])[CH3:10], predict the reactants needed to synthesize it. The reactants are: [S:1]1[CH:5]=[CH:4][CH:3]=[C:2]1[C:6]([OH:8])=O.[CH2:9]([NH:11][CH2:12][C:13]([CH2:19][NH:20][C:21]1[CH:29]=[CH:28][CH:27]=[C:26]2[C:22]=1[CH:23]=[N:24][N:25]2[C:30]1[CH:35]=[CH:34][CH:33]=[CH:32][CH:31]=1)([OH:18])[C:14]([F:17])([F:16])[F:15])[CH3:10]. (6) Given the product [C:18]([O:17][C:15]([NH:14][CH:7]1[CH2:8][S:22][CH2:6]1)=[O:16])([CH3:21])([CH3:20])[CH3:19], predict the reactants needed to synthesize it. The reactants are: S(O[CH2:6][CH:7]([NH:14][C:15]([O:17][C:18]([CH3:21])([CH3:20])[CH3:19])=[O:16])[CH2:8]OS(=O)(=O)C)(=O)(=O)C.[S-2:22].[Na+].[Na+]. (7) Given the product [Cl:24][C:20]1[CH:19]=[C:18]([CH:8]([NH2:7])[CH2:9][NH:10][CH2:11][CH:13]2[CH2:17][O:16][CH2:15][CH2:14]2)[CH:23]=[CH:22][CH:21]=1, predict the reactants needed to synthesize it. The reactants are: C(OC(=O)[NH:7][CH:8]([C:18]1[CH:23]=[CH:22][CH:21]=[C:20]([Cl:24])[CH:19]=1)[CH2:9][NH:10][C:11]([CH:13]1[CH2:17][O:16][CH2:15][CH2:14]1)=O)(C)(C)C.B.C1COCC1.CO. (8) Given the product [N:1]1[CH:6]=[CH:5][CH:4]=[C:3]([NH:7][C:8]([N:10]2[CH2:15][CH2:14][N:13]([CH2:16][C:17]3[CH:18]=[C:19]([CH:24]=[CH:25][CH:26]=3)[C:20]([O-:22])=[O:21])[CH2:12][CH2:11]2)=[O:9])[CH:2]=1.[Na+:28], predict the reactants needed to synthesize it. The reactants are: [N:1]1[CH:6]=[CH:5][CH:4]=[C:3]([NH:7][C:8]([N:10]2[CH2:15][CH2:14][N:13]([CH2:16][C:17]3[CH:18]=[C:19]([CH:24]=[CH:25][CH:26]=3)[C:20]([O:22]C)=[O:21])[CH2:12][CH2:11]2)=[O:9])[CH:2]=1.[OH-].[Na+:28].